This data is from Reaction yield outcomes from USPTO patents with 853,638 reactions. The task is: Predict the reaction yield, written as a fraction of the theoretical maximum amount of product (1.0 means a 100% yield; for example, 0.34 means a 34% yield). The reactants are Br[C:2]1[CH:7]=[CH:6][CH:5]=[C:4]([CH2:8][F:9])[N:3]=1.[CH2:10]([N:14]1[N:18]=[C:17]2[CH:19]=[CH:20][CH:21]=[C:22]([Cl:23])[C:16]2=[N:15]1)[CH2:11][C:12]#[CH:13]. No catalyst specified. The product is [Cl:23][C:22]1[C:16]2[C:17](=[N:18][N:14]([CH2:10][CH2:11][C:12]#[C:13][C:2]3[CH:7]=[CH:6][CH:5]=[C:4]([CH2:8][F:9])[N:3]=3)[N:15]=2)[CH:19]=[CH:20][CH:21]=1. The yield is 0.350.